This data is from Peptide-MHC class I binding affinity with 185,985 pairs from IEDB/IMGT. The task is: Regression. Given a peptide amino acid sequence and an MHC pseudo amino acid sequence, predict their binding affinity value. This is MHC class I binding data. (1) The peptide sequence is MLATGMKNV. The binding affinity (normalized) is 0.763. The MHC is HLA-A02:01 with pseudo-sequence HLA-A02:01. (2) The peptide sequence is WMQELRAGA. The MHC is HLA-B15:01 with pseudo-sequence HLA-B15:01. The binding affinity (normalized) is 0.272. (3) The peptide sequence is FKRKGGIGGY. The MHC is HLA-A23:01 with pseudo-sequence HLA-A23:01. The binding affinity (normalized) is 0. (4) The peptide sequence is VWKQLFPEL. The MHC is HLA-B18:01 with pseudo-sequence HLA-B18:01. The binding affinity (normalized) is 0.0847.